This data is from In vitro SARS-CoV-2 activity screen of 1,480 approved drugs from Prestwick library. The task is: Binary Classification. Given a drug SMILES string, predict its activity (active/inactive) in a high-throughput screening assay against a specified biological target. (1) The compound is Nc1nc(=S)c2ncn([C@@H]3O[C@H](CO)[C@@H](O)[C@H]3O)c2[nH]1. The result is 0 (inactive). (2) The compound is CCOc1ccccc1O[C@H](c1ccccc1)[C@H]1CNCCO1.CS(=O)(=O)O. The result is 0 (inactive). (3) The molecule is Cc1ccc2c(Cl)cc(Cl)c(O)c2n1. The result is 0 (inactive). (4) The compound is CCOC(=O)c1ccc(N)cc1. The result is 0 (inactive). (5) The compound is COc1ccc2cc([C@H](C)C(=O)O)ccc2c1. The result is 0 (inactive).